Dataset: Forward reaction prediction with 1.9M reactions from USPTO patents (1976-2016). Task: Predict the product of the given reaction. (1) Given the reactants [CH2:1]([O:8][C:9]1[C:10]([C:21]2[CH:22]=[CH:23][C:24]3[O:29][CH2:28][CH2:27][CH2:26][C:25]=3[CH:30]=2)=[C:11]([CH2:16][C:17]([O:19][CH3:20])=[O:18])[C:12]([CH3:15])=[CH:13][CH:14]=1)[C:2]1[CH:7]=[CH:6][CH:5]=[CH:4][CH:3]=1.C[Si]([N-][Si](C)(C)C)(C)C.[Li+].[CH2:41](Br)[CH:42]=[CH2:43].[Cl-].[NH4+], predict the reaction product. The product is: [CH2:1]([O:8][C:9]1[C:10]([C:21]2[CH:22]=[CH:23][C:24]3[O:29][CH2:28][CH2:27][CH2:26][C:25]=3[CH:30]=2)=[C:11]([CH:16]([CH2:43][CH:42]=[CH2:41])[C:17]([O:19][CH3:20])=[O:18])[C:12]([CH3:15])=[CH:13][CH:14]=1)[C:2]1[CH:3]=[CH:4][CH:5]=[CH:6][CH:7]=1. (2) Given the reactants [CH2:1]([C:5]1[C:13]([C:14]2[CH:19]=[CH:18][N:17]=[C:16]([S:20][CH3:21])[N:15]=2)=[C:8]2[CH:9]=[CH:10][CH:11]=[CH:12][N:7]2[N:6]=1)[CH:2]([CH3:4])[CH3:3].C(=O)(O)[O-:23].[Na+].ClC1C=CC=C(C(OO)=O)C=1, predict the reaction product. The product is: [CH2:1]([C:5]1[C:13]([C:14]2[CH:19]=[CH:18][N:17]=[C:16]([S:20]([CH3:21])=[O:23])[N:15]=2)=[C:8]2[CH:9]=[CH:10][CH:11]=[CH:12][N:7]2[N:6]=1)[CH:2]([CH3:4])[CH3:3]. (3) Given the reactants [F:1][C:2]([F:25])([F:24])[C:3]1[CH:4]=[CH:5][C:6]([O:16][CH2:17][C:18]2[CH:23]=[CH:22][CH:21]=[CH:20][CH:19]=2)=[C:7]([C:9](=O)[CH2:10][CH2:11][C:12](=O)[CH3:13])[CH:8]=1.[CH2:26]([O:28][C:29](=[O:37])[C:30]1[CH:35]=[CH:34][CH:33]=[C:32]([NH2:36])[CH:31]=1)[CH3:27], predict the reaction product. The product is: [CH2:26]([O:28][C:29](=[O:37])[C:30]1[CH:35]=[CH:34][CH:33]=[C:32]([N:36]2[C:12]([CH3:13])=[CH:11][CH:10]=[C:9]2[C:7]2[CH:8]=[C:3]([C:2]([F:25])([F:24])[F:1])[CH:4]=[CH:5][C:6]=2[O:16][CH2:17][C:18]2[CH:19]=[CH:20][CH:21]=[CH:22][CH:23]=2)[CH:31]=1)[CH3:27]. (4) Given the reactants [NH2:1][C:2]1[CH:3]=[CH:4][C:5]([O:8][CH3:9])=[N:6][CH:7]=1.Cl[C:11]1[C:20]([C:21]2[N:29]=[C:28]([CH3:30])[N:27]=[C:26]3[C:22]=2[N:23]=[CH:24][N:25]3[CH:31]2[CH2:36][CH2:35][CH2:34][CH2:33][O:32]2)=[CH:19][C:18]2[C:13](=[CH:14][CH:15]=[CH:16][CH:17]=2)[N:12]=1.[Li+].C[Si]([N-][Si](C)(C)C)(C)C, predict the reaction product. The product is: [CH3:9][O:8][C:5]1[N:6]=[CH:7][C:2]([NH:1][C:11]2[C:20]([C:21]3[N:29]=[C:28]([CH3:30])[N:27]=[C:26]4[C:22]=3[N:23]=[CH:24][N:25]4[CH:31]3[CH2:36][CH2:35][CH2:34][CH2:33][O:32]3)=[CH:19][C:18]3[C:13](=[CH:14][CH:15]=[CH:16][CH:17]=3)[N:12]=2)=[CH:3][CH:4]=1.